From a dataset of Catalyst prediction with 721,799 reactions and 888 catalyst types from USPTO. Predict which catalyst facilitates the given reaction. (1) The catalyst class is: 2. Product: [CH3:7][O:6][C:4](=[O:5])[C@@H:3]([CH3:8])[CH2:2][O:1][CH2:13][C:14]1[CH:19]=[CH:18][CH:17]=[CH:16][CH:15]=1. Reactant: [OH:1][CH2:2][C@H:3]([CH3:8])[C:4]([O:6][CH3:7])=[O:5].ClC(Cl)(Cl)C(=N)O[CH2:13][C:14]1[CH:19]=[CH:18][CH:17]=[CH:16][CH:15]=1.OS(C(F)(F)F)(=O)=O.C([O-])(O)=O.[Na+]. (2) The catalyst class is: 3. Product: [F:7][C:8]1[CH:9]=[CH:10][C:11]([C:14]2[C:22]3[C:17](=[CH:18][CH:19]=[C:20]([NH:23][C:24]([C:26]4([CH:31]([OH:33])[CH3:32])[CH2:30][CH2:29][N:28]([CH2:54][C:55](=[O:56])[N:57]5[CH2:62][CH2:61][N:60]([C:63]6[CH:64]=[CH:65][C:66]([C:69]7[N:70]=[CH:71][CH:72]=[CH:73][N:74]=7)=[CH:67][CH:68]=6)[CH2:59][CH2:58]5)[CH2:27]4)=[O:25])[CH:21]=3)[N:16]([C:34]([C:35]3[CH:40]=[CH:39][CH:38]=[CH:37][CH:36]=3)([C:41]3[CH:42]=[CH:43][CH:44]=[CH:45][CH:46]=3)[C:47]3[CH:48]=[CH:49][CH:50]=[CH:51][CH:52]=3)[N:15]=2)=[CH:12][CH:13]=1. Reactant: C(=O)([O-])[O-].[Cs+].[Cs+].[F:7][C:8]1[CH:13]=[CH:12][C:11]([C:14]2[C:22]3[C:17](=[CH:18][CH:19]=[C:20]([NH:23][C:24]([C:26]4([CH:31]([OH:33])[CH3:32])[CH2:30][CH2:29][NH:28][CH2:27]4)=[O:25])[CH:21]=3)[N:16]([C:34]([C:47]3[CH:52]=[CH:51][CH:50]=[CH:49][CH:48]=3)([C:41]3[CH:46]=[CH:45][CH:44]=[CH:43][CH:42]=3)[C:35]3[CH:40]=[CH:39][CH:38]=[CH:37][CH:36]=3)[N:15]=2)=[CH:10][CH:9]=1.Cl[CH2:54][C:55]([N:57]1[CH2:62][CH2:61][N:60]([C:63]2[CH:68]=[CH:67][C:66]([C:69]3[N:74]=[CH:73][CH:72]=[CH:71][N:70]=3)=[CH:65][CH:64]=2)[CH2:59][CH2:58]1)=[O:56]. (3) Reactant: [NH2:1][C:2]1[C:21]([C:22]2[CH:27]=[C:26]([C:28](=[O:39])[NH:29][C:30]3([C:33]4[CH:38]=[CH:37][CH:36]=[CH:35][CH:34]=4)[CH2:32][CH2:31]3)[CH:25]=[CH:24][C:23]=2[CH3:40])=[CH:20][C:5]2[C:6]([C:16]([NH:18][CH3:19])=[O:17])=[C:7]([C:9]3[CH:14]=[CH:13][C:12]([F:15])=[CH:11][CH:10]=3)[O:8][C:4]=2[CH:3]=1.N1C=CC=CC=1.[CH3:47][S:48](Cl)(=[O:50])=[O:49]. Product: [F:15][C:12]1[CH:11]=[CH:10][C:9]([C:7]2[O:8][C:4]3[CH:3]=[C:2]([NH:1][S:48]([CH3:47])(=[O:50])=[O:49])[C:21]([C:22]4[CH:27]=[C:26]([C:28](=[O:39])[NH:29][C:30]5([C:33]6[CH:34]=[CH:35][CH:36]=[CH:37][CH:38]=6)[CH2:32][CH2:31]5)[CH:25]=[CH:24][C:23]=4[CH3:40])=[CH:20][C:5]=3[C:6]=2[C:16]([NH:18][CH3:19])=[O:17])=[CH:14][CH:13]=1. The catalyst class is: 5.